This data is from Reaction yield outcomes from USPTO patents with 853,638 reactions. The task is: Predict the reaction yield, written as a fraction of the theoretical maximum amount of product (1.0 means a 100% yield; for example, 0.34 means a 34% yield). (1) The reactants are [NH:1]1[C:9]2[C:4](=[CH:5][CH:6]=[CH:7][CH:8]=2)[CH:3]=[CH:2]1.[H-].[Na+].[CH3:12][O:13][C:14]1[C:23]2[CH2:22][C@@H:21]([N:24](C)[C:25](=O)C(F)(F)F)[CH2:20][CH2:19][C:18]=2[C:17]([S:32](Cl)(=[O:34])=[O:33])=[CH:16][CH:15]=1. The catalyst is CN(C=O)C. The product is [N:1]1([S:32]([C:17]2[CH:16]=[CH:15][C:14]([O:13][CH3:12])=[C:23]3[C:18]=2[CH2:19][CH2:20][C@H:21]([NH:24][CH3:25])[CH2:22]3)(=[O:34])=[O:33])[C:9]2[C:4](=[CH:5][CH:6]=[CH:7][CH:8]=2)[CH:3]=[CH:2]1. The yield is 0.460. (2) The reactants are [F:1][C:2]([F:11])([F:10])[C:3]1[N:8]=[C:7]([OH:9])[CH:6]=[CH:5][CH:4]=1.[F:12][C:13]1[CH:14]=[C:15]([CH:18]=[CH:19][C:20]=1F)[CH:16]=[O:17].C([O-])([O-])=O.[K+].[K+]. The catalyst is CN(C=O)C.CC(=O)OCC. The product is [F:12][C:13]1[CH:14]=[C:15]([CH:18]=[CH:19][C:20]=1[O:9][C:7]1[CH:6]=[CH:5][CH:4]=[C:3]([C:2]([F:1])([F:10])[F:11])[N:8]=1)[CH:16]=[O:17]. The yield is 0.443. (3) The catalyst is C(#N)CC.CC([O-])=O.CC([O-])=O.[Pd+2]. The yield is 0.630. The reactants are Br[C:2]1[CH:12]=[N:11][C:5]2[NH:6][CH2:7][CH2:8][CH2:9][O:10][C:4]=2[CH:3]=1.[C:13]([O:17][CH2:18][CH3:19])(=[O:16])[CH:14]=[CH2:15].C(N(C(C)C)CC)(C)C.CC1C=CC=CC=1P(C1C=CC=CC=1C)C1C=CC=CC=1C. The product is [CH2:18]([O:17][C:13](=[O:16])[C:14]([C:2]1[CH:12]=[N:11][C:5]2[NH:6][CH2:7][CH2:8][CH2:9][O:10][C:4]=2[CH:3]=1)=[CH2:15])[CH3:19]. (4) The yield is 0.890. The catalyst is O1CCOCC1.O.CCOC(C)=O.C1C=CC([P]([Pd]([P](C2C=CC=CC=2)(C2C=CC=CC=2)C2C=CC=CC=2)([P](C2C=CC=CC=2)(C2C=CC=CC=2)C2C=CC=CC=2)[P](C2C=CC=CC=2)(C2C=CC=CC=2)C2C=CC=CC=2)(C2C=CC=CC=2)C2C=CC=CC=2)=CC=1. The reactants are Cl[C:2]1[N:11]=[CH:10][C:9]2[N:8]([CH2:12][C:13]([O:15][C:16]([CH3:19])([CH3:18])[CH3:17])=[O:14])[CH2:7][C@@H:6]3[CH2:20][O:21][CH2:22][CH2:23][N:5]3[C:4]=2[N:3]=1.[NH:24]1[C:32]2[CH:31]=[CH:30][CH:29]=[C:28](B(O)O)[C:27]=2[CH:26]=[CH:25]1.C(=O)([O-])[O-].[Na+].[Na+]. The product is [NH:24]1[C:32]2[C:27](=[C:28]([C:2]3[N:11]=[CH:10][C:9]4[N:8]([CH2:12][C:13]([O:15][C:16]([CH3:19])([CH3:18])[CH3:17])=[O:14])[CH2:7][C@@H:6]5[CH2:20][O:21][CH2:22][CH2:23][N:5]5[C:4]=4[N:3]=3)[CH:29]=[CH:30][CH:31]=2)[CH:26]=[CH:25]1. (5) The reactants are [CH:1]([O:4][C:5]1[CH:11]=[CH:10][C:8]([NH2:9])=[CH:7][CH:6]=1)([CH3:3])[CH3:2].Cl[C:13]([O:15][C:16]1[CH:21]=[CH:20][C:19]([N+:22]([O-:24])=[O:23])=[CH:18][CH:17]=1)=[O:14]. The catalyst is C(Cl)Cl.N1C=CC=CC=1. The product is [N+:22]([C:19]1[CH:18]=[CH:17][C:16]([O:15][C:13](=[O:14])[NH:9][C:8]2[CH:10]=[CH:11][C:5]([O:4][CH:1]([CH3:3])[CH3:2])=[CH:6][CH:7]=2)=[CH:21][CH:20]=1)([O-:24])=[O:23]. The yield is 0.980. (6) The reactants are [Cl:1][C:2]1[N:7]=[CH:6][C:5]([NH:8]C(=O)OC(C)(C)C)=[C:4]([I:16])[CH:3]=1.C([O-])(O)=O.[Na+]. The catalyst is Cl. The product is [Cl:1][C:2]1[N:7]=[CH:6][C:5]([NH2:8])=[C:4]([I:16])[CH:3]=1. The yield is 0.930. (7) The reactants are [CH3:1][C:2](=[O:6])[CH:3]=[CH:4][CH3:5].[CH:7]1[CH2:11][CH:10]=[CH:9][CH:8]=1.Cl(O)(=O)(=O)=O.C([C@@H]1N[C@H](C2OC(C)=CC=2)N(C)C1=O)C1C=CC=CC=1. The catalyst is O. The product is [CH3:5][C@H:4]1[C@@H:9]2[CH2:10][C@H:11]([CH:7]=[CH:8]2)[C@@H:3]1[C:2](=[O:6])[CH3:1]. The yield is 0.850.